From a dataset of Forward reaction prediction with 1.9M reactions from USPTO patents (1976-2016). Predict the product of the given reaction. (1) Given the reactants [NH2:1][C:2]1[C:11]2[N:12]=[C:13]([O:25]CC)[N:14]([CH2:15][CH2:16][NH:17]C(=O)OC(C)(C)C)[C:10]=2[C:9]2[N:8]=[CH:7][CH:6]=[CH:5][C:4]=2[N:3]=1.Cl, predict the reaction product. The product is: [NH2:1][C:2]1[C:11]2[N:12]=[C:13]([OH:25])[N:14]([CH2:15][CH2:16][NH2:17])[C:10]=2[C:9]2[N:8]=[CH:7][CH:6]=[CH:5][C:4]=2[N:3]=1. (2) The product is: [C:1]([C:3]1[CH:4]=[C:5]([C:19]2[CH:28]=[CH:27][CH:26]=[C:25]3[C:20]=2[CH:21]=[CH:22][C:23]([S:29]([NH:32][C:33]2[CH:38]=[CH:37][N:36]=[CH:35][N:34]=2)(=[O:31])=[O:30])=[CH:24]3)[C:6]([O:17][CH3:18])=[N:7][C:8]=1[C:9]1[CH:14]=[C:13]([F:15])[CH:12]=[C:11]([F:16])[CH:10]=1)#[N:2]. Given the reactants [C:1]([C:3]1[CH:4]=[C:5]([C:19]2[CH:28]=[CH:27][CH:26]=[C:25]3[C:20]=2[CH:21]=[CH:22][C:23]([S:29]([N:32](CC2C=CC(OC)=CC=2)[C:33]2[CH:38]=[CH:37][N:36]=[CH:35][N:34]=2)(=[O:31])=[O:30])=[CH:24]3)[C:6]([O:17][CH3:18])=[N:7][C:8]=1[C:9]1[CH:14]=[C:13]([F:15])[CH:12]=[C:11]([F:16])[CH:10]=1)#[N:2].C(O)(C(F)(F)F)=O.B(Br)(Br)Br, predict the reaction product. (3) Given the reactants [NH2:1][C:2]1[C:3]([C:9]#[N:10])=[N:4][C:5]([Br:8])=[CH:6][N:7]=1.Cl.[NH2:12][OH:13].C(N(CC)CC)C, predict the reaction product. The product is: [NH2:1][C:2]1[C:3](/[C:9](=[N:12]\[OH:13])/[NH2:10])=[N:4][C:5]([Br:8])=[CH:6][N:7]=1. (4) The product is: [CH:27]1([NH:26][C:22]2[CH:21]=[C:20]([C:18]3[CH:17]=[C:16]([O:36][CH3:38])[CH:15]=[C:14]([N:11]4[CH2:10][CH2:9][NH:8][CH2:13][CH2:12]4)[N:19]=3)[CH:25]=[CH:24][N:23]=2)[CH2:28][CH2:29][CH2:30][CH2:31][CH2:32]1. Given the reactants C(OC([N:8]1[CH2:13][CH2:12][N:11]([C:14]2[N:19]=[C:18]([C:20]3[CH:25]=[CH:24][N:23]=[C:22]([NH:26][CH:27]4[CH2:32][CH2:31][CH2:30][CH2:29][CH2:28]4)[CH:21]=3)[CH:17]=[C:16]([N+]([O-])=O)[CH:15]=2)[CH2:10][CH2:9]1)=O)(C)(C)C.[O:36]([CH3:38])[Na], predict the reaction product. (5) The product is: [CH:11]([C:3]1[S:4][CH:5]=[C:6]([CH3:7])[C:2]=1[CH3:1])=[O:12]. Given the reactants [CH3:1][C:2]1[C:6]([CH3:7])=[CH:5][S:4][CH:3]=1.CN([CH:11]=[O:12])C.O=P(Cl)(Cl)Cl.[OH-].[Na+], predict the reaction product. (6) Given the reactants [C:1]([O:5][C:6]([N:8]1[CH2:13][CH2:12][N:11]([C:14](=[O:31])[S:15][CH2:16][C:17]2[CH:22]=[CH:21][C:20]([O:23][Si](C(C)(C)C)(C)C)=[CH:19][CH:18]=2)[CH2:10][CH2:9]1)=[O:7])([CH3:4])([CH3:3])[CH3:2].CCCC[N+](CCCC)(CCCC)CCCC.[F-], predict the reaction product. The product is: [C:1]([O:5][C:6]([N:8]1[CH2:13][CH2:12][N:11]([C:14](=[O:31])[S:15][CH2:16][C:17]2[CH:18]=[CH:19][C:20]([OH:23])=[CH:21][CH:22]=2)[CH2:10][CH2:9]1)=[O:7])([CH3:4])([CH3:2])[CH3:3]. (7) Given the reactants [CH3:1][O:2][C:3](=[O:34])[C@H:4]([CH2:16][C:17]1[CH:22]=[CH:21][C:20]([NH:23][C:24]([C:26]2[C:31]([Cl:32])=[CH:30][CH:29]=[CH:28][C:27]=2[Cl:33])=[O:25])=[CH:19][CH:18]=1)[NH:5][C:6]([C:8]1([CH2:13][CH2:14][NH2:15])[CH2:12][CH2:11][CH2:10][CH2:9]1)=[O:7].[F:35][C:36]([F:47])([F:46])[C:37]1[CH:38]=[C:39]([CH:43]=[CH:44][CH:45]=1)[C:40](Cl)=[O:41], predict the reaction product. The product is: [CH3:1][O:2][C:3](=[O:34])[C@H:4]([CH2:16][C:17]1[CH:22]=[CH:21][C:20]([NH:23][C:24]([C:26]2[C:27]([Cl:33])=[CH:28][CH:29]=[CH:30][C:31]=2[Cl:32])=[O:25])=[CH:19][CH:18]=1)[NH:5][C:6]([C:8]1([CH2:13][CH2:14][NH:15][C:40]([C:39]2[CH:43]=[CH:44][CH:45]=[C:37]([C:36]([F:35])([F:46])[F:47])[CH:38]=2)=[O:41])[CH2:9][CH2:10][CH2:11][CH2:12]1)=[O:7].